This data is from Forward reaction prediction with 1.9M reactions from USPTO patents (1976-2016). The task is: Predict the product of the given reaction. (1) The product is: [CH3:10][C@:11]12[CH2:37][CH2:36][C:35]([CH3:39])([CH3:38])[CH2:34][C@H:33]1[C:15]1=[CH:16][CH2:17][C@@H:18]3[C@@:23]4([CH3:31])[CH2:24][CH2:25][C@H:26]([OH:30])[C:27]([CH3:28])([CH3:29])[C@@H:22]4[CH2:21][CH2:20][C@@:19]3([CH3:32])[C@:14]1([CH3:40])[CH2:13][CH2:12]2.[O-:30][CH2:26][C:27](=[CH:22][CH2:21][CH2:20]/[C:19](=[CH:18]/[CH2:17][CH2:28]/[C:27](=[CH:22]/[CH2:21][CH2:20]/[CH:19]=[C:14](/[CH2:13][CH2:12]/[CH:11]=[C:37](/[CH2:13][CH2:12][CH:11]=[C:33]([CH3:15])[CH3:34])\[CH3:36])\[CH3:40])/[CH3:29])/[CH3:14])[CH3:28]. Given the reactants [Si](O[Si](C)(C)C)(C)(C)C.[CH3:10][C@:11]12[CH2:37][CH2:36][C:35]([CH3:39])([CH3:38])[CH2:34][C@H:33]1[C:15]1=[CH:16][CH2:17][C@@H:18]3[C@@:23]4([CH3:31])[CH2:24][CH2:25][C@H:26]([OH:30])[C:27]([CH3:29])([CH3:28])[C@@H:22]4[CH2:21][CH2:20][C@@:19]3([CH3:32])[C@:14]1([CH3:40])[CH2:13][CH2:12]2, predict the reaction product. (2) Given the reactants [CH:1]1([CH2:4][O:5][NH:6][C:7]([C:9]2[C:25]([NH:26][C:27]3[CH:32]=[CH:31][C:30]([C:33]#[N:34])=[CH:29][C:28]=3[CH3:35])=[C:24]([F:36])[C:12]3[N:13]=[C:14](COCC[Si](C)(C)C)[NH:15][C:11]=3[CH:10]=2)=[O:8])[CH2:3][CH2:2]1.Cl.[OH-].[Na+], predict the reaction product. The product is: [CH:1]1([CH2:4][O:5][NH:6][C:7]([C:9]2[C:25]([NH:26][C:27]3[CH:32]=[CH:31][C:30]([C:33]#[N:34])=[CH:29][C:28]=3[CH3:35])=[C:24]([F:36])[C:12]3[N:13]=[CH:14][NH:15][C:11]=3[CH:10]=2)=[O:8])[CH2:3][CH2:2]1. (3) The product is: [CH2:4]([O:6][CH:7]([O:10][CH2:11][CH3:12])[C:8]1[N:15]([CH3:14])[N:16]=[C:17]([CH2:18][CH3:19])[N:9]=1)[CH3:5]. Given the reactants C[O-].[Na+].[CH2:4]([O:6][CH:7]([O:10][CH2:11][CH3:12])[C:8]#[N:9])[CH3:5].Cl.[CH3:14][NH:15][N:16]=[C:17](N)[CH2:18][CH3:19].C([O-])(=O)C.[Na+], predict the reaction product. (4) Given the reactants [Cl:1][C:2]1[CH:7]=[CH:6][CH:5]=[C:4]([F:8])[C:3]=1[CH2:9][C:10]#[N:11].Cl.[NH2:13][OH:14].C(=O)([O-])[O-].[Na+].[Na+].P([O-])(O)(O)=O.[Na+], predict the reaction product. The product is: [Cl:1][C:2]1[CH:7]=[CH:6][CH:5]=[C:4]([F:8])[C:3]=1[CH2:9][C:10](=[N:13][OH:14])[NH2:11]. (5) The product is: [CH3:39][C:23]1[C:24]([CH3:38])=[C:25]([O:30][CH2:31][CH2:32][CH2:33][S:34]([CH3:37])(=[O:36])=[O:35])[C:26]([CH3:29])=[C:27]([CH3:28])[C:22]=1[C:18]1[CH:19]=[CH:20][CH:21]=[C:16]([CH2:15][O:14][C:12]2[CH:11]=[CH:10][C:9]3[C@H:5]([CH2:4][C:3]([OH:40])=[O:2])[CH2:6][O:7][C:8]=3[CH:13]=2)[CH:17]=1. Given the reactants C[O:2][C:3](=[O:40])[CH2:4][C@H:5]1[C:9]2[CH:10]=[CH:11][C:12]([O:14][CH2:15][C:16]3[CH:17]=[C:18]([C:22]4[C:27]([CH3:28])=[C:26]([CH3:29])[C:25]([O:30][CH2:31][CH2:32][CH2:33][S:34]([CH3:37])(=[O:36])=[O:35])=[C:24]([CH3:38])[C:23]=4[CH3:39])[CH:19]=[CH:20][CH:21]=3)=[CH:13][C:8]=2[O:7][CH2:6]1.CO.[OH-].[Na+].Cl, predict the reaction product. (6) Given the reactants [Br:1][C:2]1[CH:7]=[CH:6][C:5](/[CH:8]=[N:9]/[OH:10])=[CH:4][C:3]=1[CH3:11].[Cl:12][C:13]1[CH:18]=[C:17]([C:19]([C:21]([F:24])([F:23])[F:22])=[CH2:20])[CH:16]=[C:15]([Cl:25])[C:14]=1[F:26].Cl([Na])=O, predict the reaction product. The product is: [Br:1][C:2]1[CH:7]=[CH:6][C:5]([C:8]2[CH2:20][C:19]([C:17]3[CH:16]=[C:15]([Cl:25])[C:14]([F:26])=[C:13]([Cl:12])[CH:18]=3)([C:21]([F:24])([F:23])[F:22])[O:10][N:9]=2)=[CH:4][C:3]=1[CH3:11]. (7) Given the reactants FC(F)(F)C(O)=O.[CH3:8][O:9][C:10](=[O:34])[C@@H:11]([NH:14][C:15]([C:17]1[S:18][C:19]([C:23](=[O:33])[NH:24][CH2:25][C:26]2[CH:31]=[CH:30][CH:29]=[C:28]([OH:32])[CH:27]=2)=[CH:20][C:21]=1[Cl:22])=[O:16])[CH2:12][NH2:13].C(N(CC)CC)C.CCOP(ON1N=NC2C=CC=CC=2C1=O)(OCC)=O.[S:62]1[CH:66]=[CH:65][CH:64]=[C:63]1[C:67](O)=[O:68], predict the reaction product. The product is: [CH3:8][O:9][C:10](=[O:34])[C@@H:11]([NH:14][C:15]([C:17]1[S:18][C:19]([C:23](=[O:33])[NH:24][CH2:25][C:26]2[CH:31]=[CH:30][CH:29]=[C:28]([OH:32])[CH:27]=2)=[CH:20][C:21]=1[Cl:22])=[O:16])[CH2:12][NH:13][C:67]([C:63]1[S:62][CH:66]=[CH:65][CH:64]=1)=[O:68].